From a dataset of Reaction yield outcomes from USPTO patents with 853,638 reactions. Predict the reaction yield, written as a fraction of the theoretical maximum amount of product (1.0 means a 100% yield; for example, 0.34 means a 34% yield). (1) The reactants are O1CC[C@@H]([O:6][C:7](=[O:34])[NH:8][CH2:9][C@@H:10]2[CH2:15][CH2:14][CH2:13][N:12]([C:16]3[C:25]4[C:20](=[CH:21][C:22]([CH3:26])=[CH:23][CH:24]=4)[N:19]=[C:18]([C:27]4[CH:32]=[CH:31][CH:30]=[CH:29][C:28]=4[OH:33])[N:17]=3)[CH2:11]2)C1.[ClH:35].[CH3:36][CH2:37][O:38][CH2:39][CH3:40]. The catalyst is C(Cl)Cl. The product is [ClH:35].[O:38]1[CH2:39][CH2:40][C@@H:36]([N:8]([CH2:9][C@H:10]2[CH2:15][CH2:14][CH2:13][N:12]([C:16]3[C:25]4[C:20](=[CH:21][C:22]([CH3:26])=[CH:23][CH:24]=4)[N:19]=[C:18]([C:27]4[CH:32]=[CH:31][CH:30]=[CH:29][C:28]=4[OH:33])[N:17]=3)[CH2:11]2)[C:7](=[O:34])[OH:6])[CH2:37]1. The yield is 0.700. (2) The reactants are Br[C:2]1[CH:3]=[C:4]2[C:8](=[CH:9][CH:10]=1)[NH:7][CH:6]=[C:5]2[CH2:11][CH2:12][N:13]([CH3:15])[CH3:14].[CH3:16][N:17](C=O)C. The catalyst is [C-]#N.[Zn+2].[C-]#N.C1(P([C-]2C=CC=C2)C2C=CC=CC=2)C=CC=CC=1.[C-]1(P(C2C=CC=CC=2)C2C=CC=CC=2)C=CC=C1.[Fe+2].C1COCC1. The product is [CH3:14][N:13]([CH3:15])[CH2:12][CH2:11][C:5]1[C:4]2[C:8](=[CH:9][CH:10]=[C:2]([C:16]#[N:17])[CH:3]=2)[NH:7][CH:6]=1. The yield is 0.840. (3) The reactants are [C:1]([O:4][C@@H:5]1[C@@H:18]([O:19][C:20](=[O:22])[CH3:21])[C@H:17]([O:23][C:24](=[O:26])[CH3:25])[CH2:16][S:15][C@H:6]1[O:7][C:8]1[C:9](Cl)=[N:10][CH:11]=[CH:12][CH:13]=1)(=[O:3])[CH3:2].[C:27]1(B(O)O)[CH:32]=[CH:31][CH:30]=[CH:29][CH:28]=1.[F-].[Cs+]. The catalyst is COCCOC. The product is [C:1]([O:4][C@@H:5]1[C@@H:18]([O:19][C:20](=[O:22])[CH3:21])[C@H:17]([O:23][C:24](=[O:26])[CH3:25])[CH2:16][S:15][C@H:6]1[O:7][C:8]1[C:9]([C:27]2[CH:32]=[CH:31][CH:30]=[CH:29][CH:28]=2)=[N:10][CH:11]=[CH:12][CH:13]=1)(=[O:3])[CH3:2]. The yield is 0.900. (4) The reactants are [Cl:1][C:2]1[CH:3]=[C:4]([C:9]2([CH3:15])[CH2:13][CH2:12][O:11][C:10]2=[O:14])[CH:5]=[CH:6][C:7]=1[Cl:8].[BrH:16].S(Cl)(Cl)=O.[CH3:21]O. The catalyst is C(O)(=O)C. The product is [CH3:21][O:11][C:10](=[O:14])[C:9]([C:4]1[CH:5]=[CH:6][C:7]([Cl:8])=[C:2]([Cl:1])[CH:3]=1)([CH3:15])[CH2:13][CH2:12][Br:16]. The yield is 0.940. (5) The reactants are [Se-2:1].[Na+].[Na+].Cl[C:5]([C:9]([CH3:12])([CH3:11])[CH3:10])=[CH:6][C:7]#[N:8].Cl[CH2:14][C:15]#[N:16].C[O-].[Na+]. The catalyst is CN(C=O)C.CO.O. The product is [NH2:8][C:7]1[CH:6]=[C:5]([C:9]([CH3:12])([CH3:11])[CH3:10])[Se:1][C:14]=1[C:15]#[N:16]. The yield is 0.650. (6) The reactants are [CH:1]1[C:13]2[NH:12][C:11]3[C:6](=[CH:7][CH:8]=[CH:9][CH:10]=3)[C:5]=2[CH:4]=[CH:3][CH:2]=1.Br[C:15]1[CH:20]=[CH:19][CH:18]=[CH:17][N:16]=1.CC(C)([O-])C.[Na+]. The catalyst is C1(C)C=CC=CC=1.C1C=CC(/C=C/C(/C=C/C2C=CC=CC=2)=O)=CC=1.C1C=CC(/C=C/C(/C=C/C2C=CC=CC=2)=O)=CC=1.C1C=CC(/C=C/C(/C=C/C2C=CC=CC=2)=O)=CC=1.[Pd].[Pd].C1(P(C2CCCCC2)C2C=C(C3C(OC)=CC=CC=3OC)C=CC=2)CCCCC1. The product is [N:16]1[CH:17]=[CH:18][CH:19]=[CH:20][C:15]=1[N:12]1[C:11]2[CH:10]=[CH:9][CH:8]=[CH:7][C:6]=2[C:5]2[C:13]1=[CH:1][CH:2]=[CH:3][CH:4]=2. The yield is 0.830.